This data is from NCI-60 drug combinations with 297,098 pairs across 59 cell lines. The task is: Regression. Given two drug SMILES strings and cell line genomic features, predict the synergy score measuring deviation from expected non-interaction effect. (1) Drug 1: CN1CCC(CC1)COC2=C(C=C3C(=C2)N=CN=C3NC4=C(C=C(C=C4)Br)F)OC. Drug 2: CC1CCC2CC(C(=CC=CC=CC(CC(C(=O)C(C(C(=CC(C(=O)CC(OC(=O)C3CCCCN3C(=O)C(=O)C1(O2)O)C(C)CC4CCC(C(C4)OC)OCCO)C)C)O)OC)C)C)C)OC. Cell line: UACC62. Synergy scores: CSS=10.3, Synergy_ZIP=-7.30, Synergy_Bliss=0.463, Synergy_Loewe=-2.78, Synergy_HSA=2.49. (2) Drug 1: CCCS(=O)(=O)NC1=C(C(=C(C=C1)F)C(=O)C2=CNC3=C2C=C(C=N3)C4=CC=C(C=C4)Cl)F. Drug 2: CC(C)(C#N)C1=CC(=CC(=C1)CN2C=NC=N2)C(C)(C)C#N. Cell line: SF-295. Synergy scores: CSS=1.82, Synergy_ZIP=-1.45, Synergy_Bliss=-1.18, Synergy_Loewe=-2.40, Synergy_HSA=-0.776. (3) Drug 1: CC1CCC2CC(C(=CC=CC=CC(CC(C(=O)C(C(C(=CC(C(=O)CC(OC(=O)C3CCCCN3C(=O)C(=O)C1(O2)O)C(C)CC4CCC(C(C4)OC)O)C)C)O)OC)C)C)C)OC. Drug 2: CC1CCCC2(C(O2)CC(NC(=O)CC(C(C(=O)C(C1O)C)(C)C)O)C(=CC3=CSC(=N3)C)C)C. Cell line: OVCAR-5. Synergy scores: CSS=52.7, Synergy_ZIP=-0.945, Synergy_Bliss=-2.54, Synergy_Loewe=-9.52, Synergy_HSA=-1.74. (4) Drug 1: C1=CN(C(=O)N=C1N)C2C(C(C(O2)CO)O)O.Cl. Drug 2: C1=CC=C(C=C1)NC(=O)CCCCCCC(=O)NO. Cell line: SK-OV-3. Synergy scores: CSS=22.9, Synergy_ZIP=-3.35, Synergy_Bliss=4.47, Synergy_Loewe=1.41, Synergy_HSA=2.64. (5) Drug 1: C1C(C(OC1N2C=C(C(=O)NC2=O)F)CO)O. Drug 2: C1CN(CCN1C(=O)CCBr)C(=O)CCBr. Cell line: NCI-H226. Synergy scores: CSS=21.6, Synergy_ZIP=-1.77, Synergy_Bliss=2.67, Synergy_Loewe=-16.2, Synergy_HSA=1.94. (6) Drug 1: C1=CN(C(=O)N=C1N)C2C(C(C(O2)CO)O)O.Cl. Drug 2: CS(=O)(=O)CCNCC1=CC=C(O1)C2=CC3=C(C=C2)N=CN=C3NC4=CC(=C(C=C4)OCC5=CC(=CC=C5)F)Cl. Cell line: RPMI-8226. Synergy scores: CSS=12.5, Synergy_ZIP=-3.04, Synergy_Bliss=-0.569, Synergy_Loewe=-10.3, Synergy_HSA=-1.19. (7) Synergy scores: CSS=5.36, Synergy_ZIP=-4.28, Synergy_Bliss=-2.50, Synergy_Loewe=-2.95, Synergy_HSA=-1.09. Drug 2: C1CNP(=O)(OC1)N(CCCl)CCCl. Drug 1: C(=O)(N)NO. Cell line: HS 578T. (8) Drug 1: CN1CCC(CC1)COC2=C(C=C3C(=C2)N=CN=C3NC4=C(C=C(C=C4)Br)F)OC. Drug 2: CCC1=C2CN3C(=CC4=C(C3=O)COC(=O)C4(CC)O)C2=NC5=C1C=C(C=C5)O. Cell line: NCI-H460. Synergy scores: CSS=40.7, Synergy_ZIP=1.88, Synergy_Bliss=2.07, Synergy_Loewe=-14.7, Synergy_HSA=2.94. (9) Drug 1: C1=CC=C(C=C1)NC(=O)CCCCCCC(=O)NO. Drug 2: CC1C(C(CC(O1)OC2CC(OC(C2O)C)OC3=CC4=CC5=C(C(=O)C(C(C5)C(C(=O)C(C(C)O)O)OC)OC6CC(C(C(O6)C)O)OC7CC(C(C(O7)C)O)OC8CC(C(C(O8)C)O)(C)O)C(=C4C(=C3C)O)O)O)O. Cell line: IGROV1. Synergy scores: CSS=35.0, Synergy_ZIP=-1.50, Synergy_Bliss=0.174, Synergy_Loewe=-10.7, Synergy_HSA=0.877. (10) Drug 1: CC1=C(C(CCC1)(C)C)C=CC(=CC=CC(=CC(=O)O)C)C. Drug 2: C1=CC=C(C(=C1)C(C2=CC=C(C=C2)Cl)C(Cl)Cl)Cl. Cell line: NCI-H226. Synergy scores: CSS=3.76, Synergy_ZIP=-1.08, Synergy_Bliss=1.23, Synergy_Loewe=-19.6, Synergy_HSA=0.903.